This data is from Forward reaction prediction with 1.9M reactions from USPTO patents (1976-2016). The task is: Predict the product of the given reaction. (1) Given the reactants O=C(C1N(C)N=C(C)C=1C)C(C1C=CC(C(C)(C)C)=CC=1)C#N.C(=O)([O-])[O-].[K+].[K+].C(Cl)(=O)C(C)(C)C.[CH3:37][C:38]([CH3:68])([CH3:67])[C:39]([O:41]/[C:42](/[C:59]1[N:63]([CH3:64])[N:62]=[C:61]([CH3:65])[C:60]=1[CH3:66])=[C:43](\[C:46]1[C:50]([CH2:51][CH3:52])=[N:49][N:48]([C:53]2[CH:58]=[CH:57][CH:56]=[CH:55][CH:54]=2)[N:47]=1)/[C:44]#[N:45])=[O:40], predict the reaction product. The product is: [CH3:67][C:38]([CH3:37])([CH3:68])[C:39]([O:41]/[C:42](/[C:59]1[N:63]([CH3:64])[N:62]=[C:61]([CH3:65])[C:60]=1[CH3:66])=[C:43](/[C:46]1[C:50]([CH2:51][CH3:52])=[N:49][N:48]([C:53]2[CH:58]=[CH:57][CH:56]=[CH:55][CH:54]=2)[N:47]=1)\[C:44]#[N:45])=[O:40]. (2) Given the reactants [N+:1]([C:4]1[C:5]([CH2:10][CH2:11][NH:12][CH:13]2[CH2:18][CH2:17][N:16]([C:19]([O:21][C:22]([CH3:25])([CH3:24])[CH3:23])=[O:20])[CH2:15][CH2:14]2)=[N:6][CH:7]=[CH:8][CH:9]=1)([O-])=O.[H][H].C(N(CC)CC)C.[CH3:35][OH:36], predict the reaction product. The product is: [O:36]=[C:35]1[NH:1][C:4]2[CH:9]=[CH:8][CH:7]=[N:6][C:5]=2[CH2:10][CH2:11][N:12]1[CH:13]1[CH2:18][CH2:17][N:16]([C:19]([O:21][C:22]([CH3:25])([CH3:24])[CH3:23])=[O:20])[CH2:15][CH2:14]1. (3) The product is: [F:17][C:18]1[CH:19]=[C:20]([C@H:26]([NH:27][C:50]([C:43]2[CH:42]=[C:41]3[C:46]([CH:47]=[N:48][C:39]([NH:38][CH2:37][CH:34]4[CH2:35][CH2:36]4)=[N:40]3)=[C:45]([F:49])[CH:44]=2)=[O:51])[C:28]2[CH:29]=[N:30][N:31]([CH3:33])[CH:32]=2)[CH:21]=[CH:22][C:23]=1[O:24][CH3:25]. Given the reactants ClC1C=CC([C@@H](C2C=CN(C)N=2)N)=CC=1F.[F:17][C:18]1[CH:19]=[C:20]([C@@H:26]([C:28]2[CH:29]=[N:30][N:31]([CH3:33])[CH:32]=2)[NH2:27])[CH:21]=[CH:22][C:23]=1[O:24][CH3:25].[CH:34]1([CH2:37][NH:38][C:39]2[N:48]=[CH:47][C:46]3[C:41](=[CH:42][C:43]([C:50](O)=[O:51])=[CH:44][C:45]=3[F:49])[N:40]=2)[CH2:36][CH2:35]1, predict the reaction product. (4) Given the reactants [C:1](Cl)(=[O:3])[CH3:2].[Al+3].[Cl-].[Cl-].[Cl-].[Br:9][C:10]1[S:11][CH:12]=[CH:13][C:14]=1[CH3:15], predict the reaction product. The product is: [Br:9][C:10]1[S:11][C:12]([C:1](=[O:3])[CH3:2])=[CH:13][C:14]=1[CH3:15]. (5) Given the reactants [OH-].[K+].[CH3:3][C:4]1[NH:5][CH:6]=[C:7]([CH3:12])[C:8]=1[C:9](=[O:11])[CH3:10].I[CH3:14].O, predict the reaction product. The product is: [CH3:14][N:5]1[CH:6]=[C:7]([CH3:12])[C:8]([C:9](=[O:11])[CH3:10])=[C:4]1[CH3:3]. (6) Given the reactants CC1C=CC(C(O)=O)=CC=1[CH2:11][CH2:12][C:13]1[CH:14]=[N:15][CH:16]=[C:17]([CH2:19][N:20]2[CH2:24][CH2:23][CH2:22][CH2:21]2)[CH:18]=1.N1C=CC=CC=1.IC1C=C(C=CC=1C)C(O)=O.CCN(C(C)C)C(C)C, predict the reaction product. The product is: [C:12]([C:13]1[CH:14]=[N:15][CH:16]=[C:17]([CH2:19][N:20]2[CH2:24][CH2:23][CH2:22][CH2:21]2)[CH:18]=1)#[CH:11]. (7) Given the reactants Cl[C:2]1[CH:17]=[CH:16][CH:15]=[C:14]2[C:3]=1[C:4](=[O:18])[C:5]1[C:13]3[C:12]2=[N:11][NH:10][C:9]=3[CH:8]=[CH:7][CH:6]=1.[NH2:19][CH2:20][CH2:21][CH2:22][CH2:23][CH2:24][OH:25], predict the reaction product. The product is: [OH:25][CH2:24][CH2:23][CH2:22][CH2:21][CH2:20][NH:19][C:2]1[CH:17]=[CH:16][CH:15]=[C:14]2[C:3]=1[C:4](=[O:18])[C:5]1[C:13]3[C:12]2=[N:11][NH:10][C:9]=3[CH:8]=[CH:7][CH:6]=1.